This data is from CYP2D6 inhibition data for predicting drug metabolism from PubChem BioAssay. The task is: Regression/Classification. Given a drug SMILES string, predict its absorption, distribution, metabolism, or excretion properties. Task type varies by dataset: regression for continuous measurements (e.g., permeability, clearance, half-life) or binary classification for categorical outcomes (e.g., BBB penetration, CYP inhibition). Dataset: cyp2d6_veith. (1) The molecule is NCCCNCCSP(=O)(O)O. The result is 0 (non-inhibitor). (2) The drug is C=CCN1CCN(c2nc3ccccc3nc2C#N)CC1. The result is 1 (inhibitor). (3) The molecule is O=C1C=C[C@@H](O)[C@@H]2[C@@H]1CC[C@H]1C(=O)N(c3cccc(Oc4ccccc4)c3)C(=O)[C@H]12. The result is 0 (non-inhibitor). (4) The compound is Cc1ccc(/C=N/NC(=O)CSc2nc3nc(C)cc(C)n3n2)cc1. The result is 0 (non-inhibitor). (5) The compound is Cc1ccc(-c2nc3ccccc3s2)cc1NC(=S)NC(=O)/C=C/c1ccco1. The result is 0 (non-inhibitor). (6) The compound is Cc1ccc(NS(=O)(=O)c2cc(C(=O)NCc3ccccn3)ccc2Cl)cc1C. The result is 1 (inhibitor).